This data is from Reaction yield outcomes from USPTO patents with 853,638 reactions. The task is: Predict the reaction yield, written as a fraction of the theoretical maximum amount of product (1.0 means a 100% yield; for example, 0.34 means a 34% yield). (1) The reactants are [N:1]1[CH:6]=[CH:5][CH:4]=[CH:3][C:2]=1[C:7]1[CH:19]=[CH:18][C:17]2[C:16]3[C:11](=[CH:12][CH:13]=[CH:14][CH:15]=3)[NH:10][C:9]=2[CH:8]=1.I[C:21]1[CH:26]=[CH:25][C:24]([C:27]2[CH:32]=[CH:31][CH:30]=[CH:29][C:28]=2[N+:33]([O-:35])=[O:34])=[CH:23][CH:22]=1.[C@@H]1(N)CCCC[C@H]1N.[O-]P([O-])([O-])=O.[K+].[K+].[K+]. The catalyst is ClCCl.CO.[Cu]I. The product is [N+:33]([C:28]1[CH:29]=[CH:30][CH:31]=[CH:32][C:27]=1[C:24]1[CH:23]=[CH:22][C:21]([N:10]2[C:9]3[CH:8]=[C:7]([C:2]4[CH:3]=[CH:4][CH:5]=[CH:6][N:1]=4)[CH:19]=[CH:18][C:17]=3[C:16]3[C:11]2=[CH:12][CH:13]=[CH:14][CH:15]=3)=[CH:26][CH:25]=1)([O-:35])=[O:34]. The yield is 0.940. (2) The reactants are [Br:1][C:2]1[CH:3]=[C:4]([N:9]2C(=O)[O:12][N:11]=[C:10]2[C:15]2[C:16]([NH:20][CH2:21][CH2:22][NH:23][S:24]([NH2:27])(=[O:26])=[O:25])=[N:17][O:18][N:19]=2)[CH:5]=[CH:6][C:7]=1[F:8].C1COCC1.[OH-].[Na+].P(=O)(O)(O)O. The catalyst is O.C(OC)(C)(C)C. The product is [NH2:27][S:24]([NH:23][CH2:22][CH2:21][NH:20][C:16]1[C:15]([C:10](=[N:11][OH:12])[NH:9][C:4]2[CH:5]=[CH:6][C:7]([F:8])=[C:2]([Br:1])[CH:3]=2)=[N:19][O:18][N:17]=1)(=[O:25])=[O:26]. The yield is 0.954. (3) The reactants are [CH3:16][C:11]1([CH3:17])[C:12]([CH3:15])([CH3:14])[O:13][B:9]([B:9]2[O:13][C:12]([CH3:15])([CH3:14])[C:11]([CH3:17])([CH3:16])[O:10]2)[O:10]1.C([O-])(=O)C.[K+].Br[C:25]1[CH:30]=[CH:29][C:28]([CH2:31][C:32]([O:34][CH3:35])=[O:33])=[CH:27][C:26]=1[CH3:36].C(OCC)(=O)C. The catalyst is O1CCOCC1. The product is [CH3:35][O:34][C:32](=[O:33])[CH2:31][C:28]1[CH:29]=[CH:30][C:25]([B:9]2[O:10][C:11]([CH3:16])([CH3:17])[C:12]([CH3:14])([CH3:15])[O:13]2)=[C:26]([CH3:36])[CH:27]=1. The yield is 0.750. (4) The reactants are [CH3:1][O:2][C:3]1[CH:49]=[C:48]([O:50][CH3:51])[CH:47]=[CH:46][C:4]=1[CH2:5][NH:6][C:7]1[C:8]2[N:9]([C:13]([C@@H:36]3[CH2:44][CH2:43][C@@H:42]4[N:38]([C:39](=[O:45])[CH2:40][CH2:41]4)[CH2:37]3)=[N:14][C:15]=2[C:16]2[CH:34]=[CH:33][C:19]([C:20]([NH:22][C:23]3[CH:28]=[C:27]([C:29]([F:32])([F:31])[F:30])[CH:26]=[CH:25][N:24]=3)=[O:21])=[CH:18][C:17]=2[OH:35])[CH:10]=[CH:11][N:12]=1.C(=O)([O-])[O-].[Cs+].[Cs+].Br[CH2:59][CH2:60][O:61][CH3:62]. The catalyst is O1CCOCC1. The product is [CH3:1][O:2][C:3]1[CH:49]=[C:48]([O:50][CH3:51])[CH:47]=[CH:46][C:4]=1[CH2:5][NH:6][C:7]1[C:8]2[N:9]([C:13]([C@@H:36]3[CH2:44][CH2:43][C@@H:42]4[N:38]([C:39](=[O:45])[CH2:40][CH2:41]4)[CH2:37]3)=[N:14][C:15]=2[C:16]2[CH:34]=[CH:33][C:19]([C:20]([NH:22][C:23]3[CH:28]=[C:27]([C:29]([F:30])([F:31])[F:32])[CH:26]=[CH:25][N:24]=3)=[O:21])=[CH:18][C:17]=2[O:35][CH2:59][CH2:60][O:61][CH3:62])[CH:10]=[CH:11][N:12]=1. The yield is 1.00. (5) The reactants are [CH2:1]1[C:6]2=[C:7]3[C:12](=[CH:13][CH:14]=[C:5]2[O:4][CH2:3][CH:2]1[OH:15])[N:11]=[CH:10][CH:9]=[CH:8]3.[C:16]1([CH3:26])[CH:21]=[CH:20][C:19]([S:22](Cl)(=[O:24])=[O:23])=[CH:18][CH:17]=1. The catalyst is N1C=CC=CC=1. The product is [CH3:26][C:16]1[CH:21]=[CH:20][C:19]([S:22]([O:15][CH:2]2[CH2:3][O:4][C:5]3[C:6](=[C:7]4[C:12](=[CH:13][CH:14]=3)[N:11]=[CH:10][CH:9]=[CH:8]4)[CH2:1]2)(=[O:24])=[O:23])=[CH:18][CH:17]=1. The yield is 0.930. (6) The reactants are COC(=O)O[CH2:5][C:6]1[CH:7]=[C:8]([C:16]2[CH:21]=[CH:20][CH:19]=[C:18]([Cl:22])[CH:17]=2)[C:9]([O:12][CH:13]([F:15])[F:14])=[CH:10][CH:11]=1.[CH3:24][O:25][C:26]([C:28]1[CH:33]=[CH:32][C:31](B2OC(C)(C)C(C)(C)O2)=[CH:30][N:29]=1)=[O:27].C(=O)([O-])[O-].[K+].[K+].C1(P(C2C=CC=CC=2)CCCCCP(C2C=CC=CC=2)C2C=CC=CC=2)C=CC=CC=1. The catalyst is [CH2-]C=C.[CH2-]C=C.Cl[Pd+].Cl[Pd+].C(OCC)(=O)C.O.CN(C=O)C. The product is [CH3:24][O:25][C:26]([C:28]1[CH:33]=[CH:32][C:31]([CH2:5][C:6]2[CH:7]=[C:8]([C:16]3[CH:21]=[CH:20][CH:19]=[C:18]([Cl:22])[CH:17]=3)[C:9]([O:12][CH:13]([F:14])[F:15])=[CH:10][CH:11]=2)=[CH:30][N:29]=1)=[O:27]. The yield is 0.560. (7) The reactants are N1C[CH:3]([CH2:5][N:6]2[CH:10]=[C:9]([C:11]3[C:19]4[C:14](=[CH:15][C:16]([F:20])=[CH:17][CH:18]=4)[NH:13][CH:12]=3)[CH:8]=[N:7]2)C1.CN(C([O:28]N1N=NC2C=CC=NC1=2)=[N+](C)C)C.F[P-](F)(F)(F)(F)F.CC[N:47]([CH2:50]C)CC.CN. The catalyst is C1COCC1.O. The product is [F:20][C:16]1[CH:15]=[C:14]2[C:19]([C:11]([C:9]3[CH:8]=[N:7][N:6]([CH2:5][C:3]([NH:47][CH3:50])=[O:28])[CH:10]=3)=[CH:12][NH:13]2)=[CH:18][CH:17]=1. The yield is 0.260. (8) The reactants are [F:1][C:2]1[CH:3]=[CH:4][C:5]([O:10][C:11]2[CH:12]=[C:13]3[C:17](=[CH:18][CH:19]=2)[N:16]([CH2:20][C:21]([OH:24])([CH3:23])[CH3:22])[N:15]=[CH:14]3)=[C:6]([CH:9]=1)[C:7]#[N:8].N1C(C)=CC=CC=1C.[Si:33](OS(C(F)(F)F)(=O)=O)([C:36]([CH3:39])([CH3:38])[CH3:37])([CH3:35])[CH3:34]. The catalyst is ClCCl.CCOCC. The product is [Si:33]([O:24][C:21]([CH3:22])([CH3:23])[CH2:20][N:16]1[C:17]2[C:13](=[CH:12][C:11]([O:10][C:5]3[CH:4]=[CH:3][C:2]([F:1])=[CH:9][C:6]=3[C:7]#[N:8])=[CH:19][CH:18]=2)[CH:14]=[N:15]1)([C:36]([CH3:39])([CH3:38])[CH3:37])([CH3:35])[CH3:34]. The yield is 0.940.